Predict the reaction yield, written as a fraction of the theoretical maximum amount of product (1.0 means a 100% yield; for example, 0.34 means a 34% yield). From a dataset of Reaction yield outcomes from USPTO patents with 853,638 reactions. (1) The reactants are [Cl:1][CH2:2][C:3]([NH2:5])=[O:4].[N:6]1[CH:11]=[CH:10][CH:9]=[CH:8][CH:7]=1. The catalyst is C(#N)C. The product is [Cl-:1].[NH2:5][C:3](=[O:4])[CH2:2][N+:6]1[CH:11]=[CH:10][CH:9]=[CH:8][CH:7]=1. The yield is 0.870. (2) The reactants are CS(O[CH:6]1[CH2:11][CH2:10][CH:9]([CH2:12][NH:13][C:14]([O:16][C:17]([CH3:20])([CH3:19])[CH3:18])=[O:15])[CH2:8][CH2:7]1)(=O)=O.C[S:22]([C:25]1N=[C:32]([C:34]([F:37])([F:36])[F:35])[CH:31]=[CH:30][C:26]=1C(O)=O)(=O)=O.[C:38]([O-])([O-])=O.[K+].[K+]. The catalyst is CC#N. The product is [F:37][C:34]([F:35])([F:36])[C:32]1[CH:38]=[C:25]([S:22][CH:6]2[CH2:7][CH2:8][CH:9]([CH2:12][NH:13][C:14](=[O:15])[O:16][C:17]([CH3:18])([CH3:19])[CH3:20])[CH2:10][CH2:11]2)[CH:26]=[CH:30][CH:31]=1. The yield is 0.770. (3) The reactants are Br[C:2]1[CH:8]=[C:7]([O:9][CH2:10][CH3:11])[CH:6]=[CH:5][C:3]=1[NH2:4].C([Sn](CCCC)(CCCC)[C:17]1[O:18][CH:19]=[CH:20][CH:21]=1)CCC. The catalyst is O1CCOCC1.C1C=CC([P]([Pd]([P](C2C=CC=CC=2)(C2C=CC=CC=2)C2C=CC=CC=2)([P](C2C=CC=CC=2)(C2C=CC=CC=2)C2C=CC=CC=2)[P](C2C=CC=CC=2)(C2C=CC=CC=2)C2C=CC=CC=2)(C2C=CC=CC=2)C2C=CC=CC=2)=CC=1. The product is [CH2:10]([O:9][C:7]1[CH:6]=[CH:5][C:3]([NH2:4])=[C:2]([C:17]2[O:18][CH:19]=[CH:20][CH:21]=2)[CH:8]=1)[CH3:11]. The yield is 0.630.